Dataset: M1 muscarinic receptor antagonist screen with 61,756 compounds. Task: Binary Classification. Given a drug SMILES string, predict its activity (active/inactive) in a high-throughput screening assay against a specified biological target. (1) The drug is O(c1cc(CN2C(CCCC2)c2cccnc2)ccc1)C. The result is 0 (inactive). (2) The drug is S(=O)(=O)(N(CCCC)C)c1ccc(cc1)C(=O)Nc1oc(nn1)c1sccc1. The result is 0 (inactive). (3) The drug is n12CCCCCc1nnc2CNc1ccc(cc1)C. The result is 0 (inactive). (4) The result is 0 (inactive). The compound is s1c2c(nc1NS(=O)(=O)C)CC(CC2=O)(C)C. (5) The compound is O=C(Nc1ccc(Oc2ccccc2)cc1)CN1CCN(CC1)C. The result is 0 (inactive).